This data is from Full USPTO retrosynthesis dataset with 1.9M reactions from patents (1976-2016). The task is: Predict the reactants needed to synthesize the given product. (1) Given the product [C:1]([O:5][C:6](=[O:7])[NH:8][CH:9]1[CH2:10][CH2:11][N:12]([C:15]([N:17]2[CH2:22][CH:21]([C:23]3[CH:28]=[CH:27][C:26]([O:29][C:30]([F:33])([F:31])[F:32])=[CH:25][CH:24]=3)[CH2:20][CH:19]([C:34]3[O:35][N:44]=[C:39]([CH2:40][CH2:41][O:42][CH3:43])[N:38]=3)[CH2:18]2)=[O:16])[CH2:13][CH2:14]1)([CH3:4])([CH3:3])[CH3:2], predict the reactants needed to synthesize it. The reactants are: [C:1]([O:5][C:6]([NH:8][CH:9]1[CH2:14][CH2:13][N:12]([C:15]([N:17]2[CH2:22][CH:21]([C:23]3[CH:28]=[CH:27][C:26]([O:29][C:30]([F:33])([F:32])[F:31])=[CH:25][CH:24]=3)[CH2:20][CH:19]([C:34](O)=[O:35])[CH2:18]2)=[O:16])[CH2:11][CH2:10]1)=[O:7])([CH3:4])([CH3:3])[CH3:2].O[N:38]=[C:39]([NH2:44])[CH2:40][CH2:41][O:42][CH3:43]. (2) Given the product [Br:1][C:2]1[N:7]=[CH:6][C:5]2[CH:8]=[C:9]([C:11]3[CH:12]=[N:13][N:14]([CH3:16])[CH:15]=3)[N:10]([CH2:20][C:21]3[CH:25]=[C:24]([CH3:26])[O:23][N:22]=3)[C:4]=2[CH:3]=1, predict the reactants needed to synthesize it. The reactants are: [Br:1][C:2]1[N:7]=[CH:6][C:5]2[CH:8]=[C:9]([C:11]3[CH:12]=[N:13][N:14]([CH3:16])[CH:15]=3)[NH:10][C:4]=2[CH:3]=1.[H-].[Na+].Br[CH2:20][C:21]1[CH:25]=[C:24]([CH3:26])[O:23][N:22]=1. (3) Given the product [C:2]([C:4]1[CH:9]=[CH:8][C:7]([N:11]2[CH2:16][CH2:15][O:14][CH2:13][CH2:12]2)=[CH:6][CH:5]=1)(=[O:3])[CH3:1], predict the reactants needed to synthesize it. The reactants are: [CH3:1][C:2]([C:4]1[CH:9]=[CH:8][C:7](Cl)=[CH:6][CH:5]=1)=[O:3].[NH:11]1[CH2:16][CH2:15][O:14][CH2:13][CH2:12]1.CC([O-])(C)C.[Na+].C(Cl)(Cl)Cl. (4) Given the product [C:1]([O:5][C:6](=[O:31])[NH:7][C:8]1([C:11]2[N:16]=[CH:15][C:14]([C:17]3[CH:22]=[CH:21][C:20](=[O:23])[NH:19][CH:18]=3)=[CH:13][CH:12]=2)[CH2:10][CH2:9]1)([CH3:4])([CH3:2])[CH3:3], predict the reactants needed to synthesize it. The reactants are: [C:1]([O:5][C:6](=[O:31])[NH:7][C:8]1([C:11]2[N:16]=[CH:15][C:14]([C:17]3[CH:18]=[N:19][C:20]([O:23]CC4C=CC=CC=4)=[CH:21][CH:22]=3)=[CH:13][CH:12]=2)[CH2:10][CH2:9]1)([CH3:4])([CH3:3])[CH3:2].